This data is from Forward reaction prediction with 1.9M reactions from USPTO patents (1976-2016). The task is: Predict the product of the given reaction. Given the reactants [CH2:1]([N:8]1[C@H:13]([CH2:14][CH2:15][O:16][Si](C(C)(C)C)(C)C)[CH2:12][O:11][C:10]([CH3:25])([CH3:24])[CH2:9]1)[C:2]1[CH:7]=[CH:6][CH:5]=[CH:4][CH:3]=1.[F-].C([N+](CCCC)(CCCC)CCCC)CCC, predict the reaction product. The product is: [CH2:1]([N:8]1[CH2:9][C:10]([CH3:24])([CH3:25])[O:11][CH2:12][C@H:13]1[CH2:14][CH2:15][OH:16])[C:2]1[CH:3]=[CH:4][CH:5]=[CH:6][CH:7]=1.